This data is from Full USPTO retrosynthesis dataset with 1.9M reactions from patents (1976-2016). The task is: Predict the reactants needed to synthesize the given product. (1) Given the product [C:12]([O:16][C:17](=[O:25])[N:18]([CH3:19])[CH2:20][CH2:21][CH2:22][CH2:23][NH:24][CH:9]1[C:10]2[N:1]=[CH:2][CH:3]=[CH:4][C:5]=2[CH2:6][CH2:7][CH2:8]1)([CH3:15])([CH3:14])[CH3:13], predict the reactants needed to synthesize it. The reactants are: [N:1]1[C:10]2[C:9](=O)[CH2:8][CH2:7][CH2:6][C:5]=2[CH:4]=[CH:3][CH:2]=1.[C:12]([O:16][C:17](=[O:25])[N:18]([CH2:20][CH2:21][CH2:22][CH2:23][NH2:24])[CH3:19])([CH3:15])([CH3:14])[CH3:13].[BH-](OC(C)=O)(OC(C)=O)OC(C)=O.[Na+]. (2) Given the product [Cl:1][C:2]1[CH:7]=[C:6]([C:8]2[N:9]=[C:10]([N:21]3[CH2:26][CH2:25][C@H:24]([OH:27])[C@H:23]([OH:28])[CH2:22]3)[C:11]3[C:17]([O:18][CH3:19])=[CH:16][N:15]=[CH:14][C:12]=3[N:13]=2)[CH:5]=[CH:4][N:3]=1, predict the reactants needed to synthesize it. The reactants are: [Cl:1][C:2]1[CH:7]=[C:6]([C:8]2[N:9]=[C:10](O)[C:11]3[C:17]([O:18][CH3:19])=[CH:16][N:15]=[CH:14][C:12]=3[N:13]=2)[CH:5]=[CH:4][N:3]=1.[NH:21]1[CH2:26][CH2:25][C@H:24]([OH:27])[C@H:23]([OH:28])[CH2:22]1.C(OC(N1CCN(C2C3C(C4CC4)=CN=CC=3N=C(C3C=CN=C(Cl)C=3)N=2)CC1)=O)(C)(C)C. (3) The reactants are: [C:1]1([C:7]2[S:8][C:9]([CH:12]=[O:13])=[CH:10][N:11]=2)[CH:6]=[CH:5][CH:4]=[CH:3][CH:2]=1.[CH3:14][O:15][C:16]1[CH:17]=[C:18]([Mg]Br)[CH:19]=[C:20]([O:24][CH3:25])[C:21]=1[O:22][CH3:23]. Given the product [C:1]1([C:7]2[S:8][C:9]([CH:12]([C:18]3[CH:19]=[C:20]([O:24][CH3:25])[C:21]([O:22][CH3:23])=[C:16]([O:15][CH3:14])[CH:17]=3)[OH:13])=[CH:10][N:11]=2)[CH:2]=[CH:3][CH:4]=[CH:5][CH:6]=1, predict the reactants needed to synthesize it. (4) Given the product [C:16]([O:15][C:13]([N:10]1[C:11]2[C:7](=[CH:6][CH:5]=[C:4]([F:3])[CH:12]=2)[CH:8]=[C:9]1[CH2:20][O:21][C:22]1[CH:27]=[CH:26][C:25]([C:28]2[CH:29]=[CH:30][C:31]([CH2:34][C:35]([OH:37])=[O:36])=[CH:32][CH:33]=2)=[CH:24][CH:23]=1)=[O:14])([CH3:19])([CH3:17])[CH3:18], predict the reactants needed to synthesize it. The reactants are: [OH-].[Na+].[F:3][C:4]1[CH:12]=[C:11]2[C:7]([CH:8]=[C:9]([CH2:20][O:21][C:22]3[CH:27]=[CH:26][C:25]([C:28]4[CH:33]=[CH:32][C:31]([CH2:34][C:35]([O:37]C)=[O:36])=[CH:30][CH:29]=4)=[CH:24][CH:23]=3)[N:10]2[C:13]([O:15][C:16]([CH3:19])([CH3:18])[CH3:17])=[O:14])=[CH:6][CH:5]=1.Cl. (5) Given the product [ClH:28].[F:27][C:2]([F:1])([C:20]1[CH:25]=[N:24][C:23]([CH3:26])=[CH:22][N:21]=1)[CH2:3][N:4]1[CH2:9][CH2:8][CH:7]([NH:10][C:11]2[C:12]3[CH:19]=[CH:18][NH:17][C:13]=3[N:14]=[CH:15][N:16]=2)[CH2:6][CH2:5]1, predict the reactants needed to synthesize it. The reactants are: [F:1][C:2]([F:27])([C:20]1[CH:25]=[N:24][C:23]([CH3:26])=[CH:22][N:21]=1)[CH2:3][N:4]1[CH2:9][CH2:8][CH:7]([NH:10][C:11]2[C:12]3[CH:19]=[CH:18][NH:17][C:13]=3[N:14]=[CH:15][N:16]=2)[CH2:6][CH2:5]1.[ClH:28].CO. (6) Given the product [Cl:28][C:29]1[CH:30]=[C:31]2[C:35](=[CH:36][CH:37]=1)[N:34]([CH2:38][C:39]([O-:41])=[O:40])[C:33]([CH3:43])=[C:32]2[S:44]([C:47]1[CH:52]=[CH:51][C:50]([Cl:53])=[CH:49][CH:48]=1)(=[O:45])=[O:46].[Na+:2], predict the reactants needed to synthesize it. The reactants are: [OH-].[Na+:2].ClC1C=CC(S(C2C3C(=CC=C(C)C=3)N(CC(O)=O)C=2C)(=O)=O)=CC=1.[Cl:28][C:29]1[C:30](C#N)=[C:31]2[C:35](=[CH:36][CH:37]=1)[N:34]([CH2:38][C:39]([O:41]C)=[O:40])[C:33]([CH3:43])=[C:32]2[S:44]([C:47]1[CH:52]=[CH:51][C:50]([Cl:53])=[CH:49][CH:48]=1)(=[O:46])=[O:45]. (7) Given the product [CH:10]([C@@H:11]1[C@@H:16]([C@:17]2([CH3:19])[C@@H:8]([CH:9]=[O:26])[CH2:7][C:5]3[N:6]=[C:2]([CH3:1])[S:3][C:4]=3[CH2:18]2)[CH2:15][CH2:14][C@@:13]2([CH3:24])[C@H:12]1[CH2:22][CH2:21][C:20]2=[CH2:23])=[O:25], predict the reactants needed to synthesize it. The reactants are: [CH3:1][C:2]1[S:3][C:4]2[CH2:18][C@@:17]3([CH3:19])[C@H:8]([C@@H:9]([OH:26])[C@H:10]([OH:25])[C@@H:11]4[C@@H:16]3[CH2:15][CH2:14][C@:13]3([CH3:24])[C:20](=[CH2:23])[CH2:21][CH2:22][C@@H:12]43)[CH2:7][C:5]=2[N:6]=1. (8) Given the product [Cl:1][C:2]1[CH:7]=[CH:6][C:5]([C:12]2[CH:13]=[N:14][CH:15]=[CH:16][CH:17]=2)=[CH:4][CH:3]=1, predict the reactants needed to synthesize it. The reactants are: [Cl:1][C:2]1[CH:7]=[CH:6][C:5](B(O)O)=[CH:4][CH:3]=1.Br[C:12]1[CH:13]=[N:14][CH:15]=[CH:16][CH:17]=1.C(=O)([O-])[O-].[K+].[K+]. (9) Given the product [N:19]1[CH:18]=[CH:17][N:7]2[C:6]=1[C:5]1[CH:4]=[C:3]([OH:2])[CH:16]=[CH:15][C:14]=1[C:13]1[CH:12]=[CH:11][CH:10]=[CH:9][C:8]2=1, predict the reactants needed to synthesize it. The reactants are: C[O:2][C:3]1[CH:16]=[CH:15][C:14]2[C:13]3[CH:12]=[CH:11][CH:10]=[CH:9][C:8]=3[N:7]3[CH:17]=[CH:18][N:19]=[C:6]3[C:5]=2[CH:4]=1.B(Br)(Br)Br.[Cl-].[NH4+]. (10) The reactants are: [CH3:1][O:2][C:3](=[O:33])[CH2:4][C:5]1[CH:6]=[C:7]([C:13]2[CH:18]=[CH:17][C:16]([C:19]([F:22])([F:21])[F:20])=[CH:15][C:14]=2[CH2:23][NH:24][CH2:25][CH2:26][C:27]2[CH:32]=[CH:31][CH:30]=[CH:29][CH:28]=2)[C:8]([O:11][CH3:12])=[CH:9][CH:10]=1.[C:34](Cl)(=[O:36])[CH3:35]. Given the product [CH3:1][O:2][C:3](=[O:33])[CH2:4][C:5]1[CH:6]=[C:7]([C:13]2[CH:18]=[CH:17][C:16]([C:19]([F:21])([F:20])[F:22])=[CH:15][C:14]=2[CH2:23][N:24]([C:34](=[O:36])[CH3:35])[CH2:25][CH2:26][C:27]2[CH:32]=[CH:31][CH:30]=[CH:29][CH:28]=2)[C:8]([O:11][CH3:12])=[CH:9][CH:10]=1, predict the reactants needed to synthesize it.